Predict the reactants needed to synthesize the given product. From a dataset of Full USPTO retrosynthesis dataset with 1.9M reactions from patents (1976-2016). (1) Given the product [Cl:1][C:2]1[CH:7]=[C:6]([NH2:8])[C:5]([C:22]#[C:21][Si:18]([CH3:20])([CH3:19])[CH3:17])=[CH:4][N:3]=1, predict the reactants needed to synthesize it. The reactants are: [Cl:1][C:2]1[CH:7]=[C:6]([NH2:8])[C:5](I)=[CH:4][N:3]=1.C(N(CC)CC)C.[CH3:17][Si:18]([C:21]#[CH:22])([CH3:20])[CH3:19]. (2) Given the product [Cl:1][C:2]1[N:3]=[C:4]2[CH:9]=[CH:8][C:7](/[CH:10]=[CH:11]/[CH3:12])=[N:6][N:5]2[C:13]=1[S:14]([NH2:17])(=[O:15])=[O:16], predict the reactants needed to synthesize it. The reactants are: [Cl:1][C:2]1[N:3]=[C:4]2[CH:9]=[CH:8][C:7]([CH:10]=[CH:11][CH3:12])=[N:6][N:5]2[C:13]=1[S:14]([N:17]=CN(CC(C)C)CC(C)C)(=[O:16])=[O:15].ClC1N=C2C=CC(C3CC3)=NN2C=1S(N=CN(CC(C)C)CC(C)C)(=O)=O.